Dataset: CYP1A2 inhibition data for predicting drug metabolism from PubChem BioAssay. Task: Regression/Classification. Given a drug SMILES string, predict its absorption, distribution, metabolism, or excretion properties. Task type varies by dataset: regression for continuous measurements (e.g., permeability, clearance, half-life) or binary classification for categorical outcomes (e.g., BBB penetration, CYP inhibition). Dataset: cyp1a2_veith. (1) The drug is C=CCn1c(C)cc(C(=O)CN2C(=O)c3ccccc3C2=O)c1C. The result is 0 (non-inhibitor). (2) The compound is CCCCc1[nH]c(=O)c(C#N)c2c1CCCC2. The result is 1 (inhibitor). (3) The compound is CNC(=O)CCc1nc(-c2ccc(C(C)(C)C)cc2)no1. The result is 1 (inhibitor). (4) The compound is O=C(/C=C/Nc1ccccc1)c1ccc(Oc2ncccn2)cc1. The result is 1 (inhibitor). (5) The drug is Cc1c(C)c(C)c(CC2(C)CSC2)c(CC2(C)CSC2)c1C. The result is 0 (non-inhibitor).